This data is from Forward reaction prediction with 1.9M reactions from USPTO patents (1976-2016). The task is: Predict the product of the given reaction. Given the reactants C([C:5]1([OH:17])[CH2:14][CH2:13][C:12]2[C:7](=[C:8]([F:16])[C:9]([F:15])=[CH:10][CH:11]=2)[O:6]1)CCC.CS([O:22][CH2:23][CH:24]1[CH2:29][CH2:28][CH:27]([C@H:30]2[CH2:35][CH2:34][C@H:33]([CH2:36][CH3:37])[CH2:32][CH2:31]2)[CH2:26][CH2:25]1)(=O)=O.C(=O)([O-])[O-].[K+].[K+].Cl, predict the reaction product. The product is: [CH2:12]([O:17][CH:5]1[CH2:14][CH2:13][C:12]2[C:7](=[C:8]([F:16])[C:9]([F:15])=[C:10]([O:22][CH2:23][C@H:24]3[CH2:29][CH2:28][C@H:27]([C@H:30]4[CH2:35][CH2:34][C@H:33]([CH2:36][CH3:37])[CH2:32][CH2:31]4)[CH2:26][CH2:25]3)[CH:11]=2)[O:6]1)[CH2:7][CH2:8][CH3:9].